From a dataset of Forward reaction prediction with 1.9M reactions from USPTO patents (1976-2016). Predict the product of the given reaction. (1) Given the reactants [C:1]([O:4][C@H:5]1[C@H:10]([O:11][C:12](=[O:14])[CH3:13])[C@@H:9]([O:15][C:16](=[O:18])[CH3:17])[C@H:8]([C:19]2[S:20][C:21]([CH2:26][C:27]3[CH:32]=[CH:31][C:30]([CH2:33][CH3:34])=[CH:29][CH:28]=3)=[C:22]([CH3:25])[C:23]=2Br)[O:7][C@@H:6]1[CH2:35][O:36][C:37](=[O:39])[CH3:38])(=[O:3])[CH3:2].[CH3:40]B1OB(C)OB(C)O1.F[B-](F)(F)F.C1(P(C2CCCCC2)C2CCCCC2)CCCCC1.[O-]P([O-])([O-])=O.[K+].[K+].[K+], predict the reaction product. The product is: [C:1]([O:4][C@H:5]1[C@H:10]([O:11][C:12](=[O:14])[CH3:13])[C@@H:9]([O:15][C:16](=[O:18])[CH3:17])[C@H:8]([C:19]2[S:20][C:21]([CH2:26][C:27]3[CH:32]=[CH:31][C:30]([CH2:33][CH3:34])=[CH:29][CH:28]=3)=[C:22]([CH3:25])[C:23]=2[CH3:40])[O:7][C@@H:6]1[CH2:35][O:36][C:37](=[O:39])[CH3:38])(=[O:3])[CH3:2]. (2) Given the reactants C[O:2][C:3](=O)[C:4]([F:23])([F:22])[CH2:5][N:6]([C:12]1[C:17]([N+:18]([O-])=O)=[CH:16][N:15]=[C:14]([Cl:21])[N:13]=1)[CH:7]1[CH2:11][CH2:10][CH2:9][CH2:8]1, predict the reaction product. The product is: [Cl:21][C:14]1[N:15]=[CH:16][C:17]2[NH:18][C:3](=[O:2])[C:4]([F:23])([F:22])[CH2:5][N:6]([CH:7]3[CH2:11][CH2:10][CH2:9][CH2:8]3)[C:12]=2[N:13]=1. (3) Given the reactants [O:1]([C:8]1[CH:19]=[CH:18][C:11]([O:12][C@@H:13]2[CH2:17][CH2:16][NH:15][CH2:14]2)=[CH:10][CH:9]=1)[C:2]1[CH:7]=[CH:6][CH:5]=[CH:4][CH:3]=1.[CH3:20][O:21][C:22](=[O:27])[CH2:23][CH2:24][CH2:25]Br.C(=O)([O-])[O-].[K+].[K+], predict the reaction product. The product is: [CH3:20][O:21][C:22](=[O:27])[CH2:23][CH2:24][CH2:25][N:15]1[CH2:16][CH2:17][C@@H:13]([O:12][C:11]2[CH:18]=[CH:19][C:8]([O:1][C:2]3[CH:7]=[CH:6][CH:5]=[CH:4][CH:3]=3)=[CH:9][CH:10]=2)[CH2:14]1. (4) The product is: [Br:1][C:2]1[CH:7]=[CH:6][CH:5]=[CH:4][C:3]=1[O:16][CH2:15][CH:12]1[CH2:13][CH2:14][S:9][CH2:10][CH2:11]1. Given the reactants [Br:1][C:2]1[CH:7]=[CH:6][CH:5]=[CH:4][C:3]=1F.[S:9]1[CH2:14][CH2:13][CH:12]([CH2:15][OH:16])[CH2:11][CH2:10]1.[H-].[Na+], predict the reaction product. (5) Given the reactants [Cl:1][CH2:2][C:3](=[O:10])[CH2:4][C:5]([O:7][CH2:8][CH3:9])=[O:6].P([O-])([O-])([O-])=O.C1C=[N+]([C@@H]2O[C@H](COP(OP(OC[C@H]3O[C@@H](N4C5N=CN=C(N)C=5N=C4)[C@H](OP(O)(O)=O)[C@@H]3O)(O)=O)(O)=O)[C@@H](O)[C@H]2O)C=C(C(N)=O)C=1.O=C[C@@H]([C@H]([C@@H]([C@@H](CO)O)O)O)O.[Na+].[Cl-].[OH-].[Na+].ClCC(O)CC(OCC)=O, predict the reaction product. The product is: [Cl:1][CH2:2][C@@H:3]([OH:10])[CH2:4][C:5]([O:7][CH2:8][CH3:9])=[O:6]. (6) Given the reactants [CH3:1][O:2][C:3](=[O:20])[CH2:4][CH2:5][CH2:6][C:7]#[C:8][C:9]1[CH:14]=[C:13]([C:15]([F:18])([F:17])[F:16])[CH:12]=[C:11]([F:19])[CH:10]=1.[CH2:21]([SnH:25]([CH2:30][CH2:31][CH2:32][CH3:33])[CH2:26][CH2:27][CH2:28][CH3:29])[CH2:22][CH2:23][CH3:24], predict the reaction product. The product is: [CH3:1][O:2][C:3](=[O:20])[CH2:4][CH2:5][CH2:6][CH:7]=[C:8]([Sn:25]([CH2:26][CH2:27][CH2:28][CH3:29])([CH2:30][CH2:31][CH2:32][CH3:33])[CH2:21][CH2:22][CH2:23][CH3:24])[C:9]1[CH:14]=[C:13]([C:15]([F:16])([F:17])[F:18])[CH:12]=[C:11]([F:19])[CH:10]=1. (7) Given the reactants [CH2:1]([N:5]1[C:13](=[O:14])[C:12]2[C:7](=[CH:8][CH:9]=[CH:10][CH:11]=2)[C:6]1=[O:15])[CH2:2][CH:3]=[CH2:4].B1C2CCCC1CCC2.C(=O)([O-])[O-].[K+].[K+].[CH3:31][O:32][C:33](=[O:45])[CH2:34][CH2:35][C:36]#[C:37][C:38]1[CH:43]=[CH:42][C:41](Br)=[CH:40][N:39]=1, predict the reaction product. The product is: [CH3:31][O:32][C:33](=[O:45])[CH2:34][CH2:35][C:36]#[C:37][C:38]1[CH:43]=[CH:42][C:41]([CH2:4][CH2:3][CH2:2][CH2:1][N:5]2[C:13](=[O:14])[C:12]3[C:7](=[CH:8][CH:9]=[CH:10][CH:11]=3)[C:6]2=[O:15])=[CH:40][N:39]=1.